Dataset: Forward reaction prediction with 1.9M reactions from USPTO patents (1976-2016). Task: Predict the product of the given reaction. (1) Given the reactants [O:1]=[C:2]1[C:11]2[CH:10]=[C:9]([O:12][S:13]([C:16]([F:19])([F:18])[F:17])(=[O:15])=[O:14])[CH:8]=[C:7]([O:20]S(C(F)(F)F)(=O)=O)[C:6]=2[CH2:5][CH2:4][CH2:3]1.C(=O)([O-])[O-].[Cs+].[Cs+].C(COC)OC, predict the reaction product. The product is: [OH:20][C:7]1[C:6]2[CH2:5][CH2:4][CH2:3][C:2](=[O:1])[C:11]=2[CH:10]=[C:9]([O:12][S:13]([C:16]([F:19])([F:17])[F:18])(=[O:15])=[O:14])[CH:8]=1. (2) The product is: [Cl:26][C:23]1[CH:22]=[CH:21][C:20]([C:19]2[C:14]3[N:15]([C:11]([C@H:9]([OH:8])[CH3:10])=[N:12][N:13]=3)[N:16]([CH2:36][C:37]3[C:38]([CH3:47])=[N:39][C:40]([C:43]([F:44])([F:45])[F:46])=[CH:41][CH:42]=3)[C:17](=[O:35])[C:18]=2[C:27]2[CH:28]=[CH:29][C:30]([C:31]#[N:32])=[CH:33][CH:34]=2)=[CH:25][CH:24]=1. Given the reactants C([O:8][C@@H:9]([C:11]1[N:15]2[N:16]([CH2:36][C:37]3[C:38]([CH3:47])=[N:39][C:40]([C:43]([F:46])([F:45])[F:44])=[CH:41][CH:42]=3)[C:17](=[O:35])[C:18]([C:27]3[CH:34]=[CH:33][C:30]([C:31]#[N:32])=[CH:29][CH:28]=3)=[C:19]([C:20]3[CH:25]=[CH:24][C:23]([Cl:26])=[CH:22][CH:21]=3)[C:14]2=[N:13][N:12]=1)[CH3:10])C1C=CC=CC=1.CC#N.[Si](I)(C)(C)C, predict the reaction product. (3) The product is: [Cl:1][C:2]1[N:10]=[C:9]2[C:5]([N:6]=[C:7]([C:29]3[CH:30]=[N:31][CH:32]=[N:33][CH:34]=3)[N:8]2[CH2:11][CH3:12])=[C:4]([N:14]2[CH2:19][CH2:18][O:17][CH2:16][C@@H:15]2[CH3:20])[N:3]=1. Given the reactants [Cl:1][C:2]1[N:10]=[C:9]2[C:5]([N:6]=[C:7](I)[N:8]2[CH2:11][CH3:12])=[C:4]([N:14]2[CH2:19][CH2:18][O:17][CH2:16][C@@H:15]2[CH3:20])[N:3]=1.CC1(C)C(C)(C)OB([C:29]2[CH:30]=[N:31][CH:32]=[N:33][CH:34]=2)O1.P([O-])([O-])([O-])=O.[K+].[K+].[K+].ClCCl, predict the reaction product.